From a dataset of Merck oncology drug combination screen with 23,052 pairs across 39 cell lines. Regression. Given two drug SMILES strings and cell line genomic features, predict the synergy score measuring deviation from expected non-interaction effect. Drug 1: CN1C(=O)C=CC2(C)C3CCC4(C)C(NC(=O)OCC(F)(F)F)CCC4C3CCC12. Drug 2: COC12C(COC(N)=O)C3=C(C(=O)C(C)=C(N)C3=O)N1CC1NC12. Cell line: NCIH1650. Synergy scores: synergy=-12.7.